Dataset: Peptide-MHC class I binding affinity with 185,985 pairs from IEDB/IMGT. Task: Regression. Given a peptide amino acid sequence and an MHC pseudo amino acid sequence, predict their binding affinity value. This is MHC class I binding data. (1) The peptide sequence is ALAKAAAAA. The MHC is HLA-A02:01 with pseudo-sequence HLA-A02:01. The binding affinity (normalized) is 0.586. (2) The peptide sequence is QIFNEDTSYY. The MHC is HLA-A03:01 with pseudo-sequence HLA-A03:01. The binding affinity (normalized) is 0.329. (3) The peptide sequence is ETYTRPEIDV. The MHC is HLA-A02:02 with pseudo-sequence HLA-A02:02. The binding affinity (normalized) is 0.353. (4) The peptide sequence is ALYEENALK. The MHC is HLA-B18:01 with pseudo-sequence HLA-B18:01. The binding affinity (normalized) is 0.0847.